This data is from Full USPTO retrosynthesis dataset with 1.9M reactions from patents (1976-2016). The task is: Predict the reactants needed to synthesize the given product. (1) Given the product [C:23]([C:27]1[CH:37]=[CH:36][C:30]([O:31][CH2:32][C@@H:33]([OH:34])[CH2:35][N:14]2[CH2:15][CH2:16][C:11]3([O:10][C:9]4[C:19]5[C:5]([C:6](=[O:22])[C:7](=[O:21])[C:8]=4[S:18][CH2:17]3)=[CH:4][CH:3]=[C:2]([Cl:1])[CH:20]=5)[CH2:12][CH2:13]2)=[CH:29][CH:28]=1)([CH3:24])([CH3:25])[CH3:26], predict the reactants needed to synthesize it. The reactants are: [Cl:1][C:2]1[CH:20]=[C:19]2[C:5]([C:6](=[O:22])[C:7](=[O:21])[C:8]3[S:18][CH2:17][C:11]4([CH2:16][CH2:15][NH:14][CH2:13][CH2:12]4)[O:10][C:9]=32)=[CH:4][CH:3]=1.[C:23]([C:27]1[CH:37]=[CH:36][C:30]([O:31][CH2:32][C@@H:33]2[CH2:35][O:34]2)=[CH:29][CH:28]=1)([CH3:26])([CH3:25])[CH3:24]. (2) Given the product [CH2:1]([N:8]1[CH:16]=[C:15]2[C:10]([CH:11]=[CH:12][C:13]3[C:23]4[C:18]([CH2:25][CH2:26][Br:29])([CH2:19][CH2:20][C:21](=[O:24])[CH:22]=4)[CH2:17][C:14]=32)=[N:9]1)[C:2]1[CH:7]=[CH:6][CH:5]=[CH:4][CH:3]=1, predict the reactants needed to synthesize it. The reactants are: [CH2:1]([N:8]1[CH:16]=[C:15]2[C:10]([CH:11]=[CH:12][C:13]3[C:23]4[C:18]([CH2:25][CH2:26]F)([CH2:19][CH2:20][C:21](=[O:24])[CH:22]=4)[CH2:17][C:14]=32)=[N:9]1)[C:2]1[CH:7]=[CH:6][CH:5]=[CH:4][CH:3]=1.B(Br)(Br)[Br:29].